Dataset: Catalyst prediction with 721,799 reactions and 888 catalyst types from USPTO. Task: Predict which catalyst facilitates the given reaction. (1) Reactant: [H-].[Na+].[NH2:3][C:4]1[N:9]=[C:8]([C:10]([F:13])([F:12])[F:11])[CH:7]=[C:6]([O:14][CH2:15][C:16]([F:19])([F:18])[F:17])[N:5]=1.[F:20][C:21]([F:32])([F:31])[C:22]1[CH:27]=[CH:26][C:25]([N:28]=[C:29]=[O:30])=[CH:24][CH:23]=1. Product: [F:20][C:21]([F:31])([F:32])[C:22]1[CH:23]=[CH:24][C:25]([NH:28][C:29]([NH:3][C:4]2[N:9]=[C:8]([C:10]([F:12])([F:13])[F:11])[CH:7]=[C:6]([O:14][CH2:15][C:16]([F:19])([F:17])[F:18])[N:5]=2)=[O:30])=[CH:26][CH:27]=1. The catalyst class is: 295. (2) Reactant: C([N:8]1[CH2:13][C:12]([CH3:15])([CH3:14])[O:11][C:10]([CH3:17])([CH3:16])[CH2:9]1)C1C=CC=CC=1. Product: [CH3:16][C:10]1([CH3:17])[O:11][C:12]([CH3:15])([CH3:14])[CH2:13][NH:8][CH2:9]1. The catalyst class is: 50. (3) Reactant: [C:1]([O-:4])(=O)[CH3:2].[K+].[CH3:6][C:7]1(C)[C:11](C)([CH3:12])OB(B2O[C:11](C)([CH3:12])[C:7](C)([CH3:6])O2)O1.I[C:25]1[C:26]([C:31]([O:33][CH3:34])=[O:32])=[N:27][CH:28]=[CH:29][CH:30]=1.[C:35]([O-:38])([O-])=O.[Na+].[Na+].[CH3:41]N(C=O)C. Product: [CH:35]([C:12]1[CH:11]=[CH:7][C:6]([C:25]2[C:26]([C:31]([O:33][CH3:34])=[O:32])=[N:27][CH:28]=[CH:29][CH:30]=2)=[CH:2][C:1]=1[O:4][CH3:41])=[O:38]. The catalyst class is: 140. (4) Reactant: [NH2:1][C:2]1[CH:30]=[CH:29][C:5]([O:6][C:7]2[CH:12]=[CH:11][N:10]=[C:9]([NH:13][C:14]([N:16]3[CH2:21][CH2:20][CH:19]([N:22]4[CH2:27][CH2:26][N:25]([CH3:28])[CH2:24][CH2:23]4)[CH2:18][CH2:17]3)=[O:15])[CH:8]=2)=[CH:4][CH:3]=1.C12(CS(O)(=O)=O)C(C)(C)C(CC1)CC2=O.[C:46]1([CH2:52][C:53]([N:55]=[C:56]=[S:57])=[O:54])[CH:51]=[CH:50][CH:49]=[CH:48][CH:47]=1. Product: [CH3:28][N:25]1[CH2:24][CH2:23][N:22]([CH:19]2[CH2:18][CH2:17][N:16]([C:14]([NH:13][C:9]3[CH:8]=[C:7]([O:6][C:5]4[CH:4]=[CH:3][C:2]([NH:1][C:56]([NH:55][C:53](=[O:54])[CH2:52][C:46]5[CH:47]=[CH:48][CH:49]=[CH:50][CH:51]=5)=[S:57])=[CH:30][CH:29]=4)[CH:12]=[CH:11][N:10]=3)=[O:15])[CH2:21][CH2:20]2)[CH2:27][CH2:26]1. The catalyst class is: 548. (5) Reactant: [CH2:1]([O:8][C:9]([N:11]1[CH2:15][CH:14]([O:16][Si](C(C)(C)C)(C)C)[CH2:13][CH:12]1[C:24]([C:26]1[C:34]2[C:29](=[CH:30][C:31]([F:35])=[CH:32][CH:33]=2)[NH:28][CH:27]=1)=[O:25])=[O:10])[C:2]1[CH:7]=[CH:6][CH:5]=[CH:4][CH:3]=1.CCCC[N+](CCCC)(CCCC)CCCC.[F-].CCCC[N+](CCCC)(CCCC)CCCC.[F-].C1COCC1. The catalyst class is: 1. Product: [CH2:1]([O:8][C:9]([N:11]1[CH2:15][CH:14]([OH:16])[CH2:13][CH:12]1[C:24]([C:26]1[C:34]2[C:29](=[CH:30][C:31]([F:35])=[CH:32][CH:33]=2)[NH:28][CH:27]=1)=[O:25])=[O:10])[C:2]1[CH:7]=[CH:6][CH:5]=[CH:4][CH:3]=1. (6) Reactant: [N+:1]([C:4]1[CH:9]=[CH:8][C:7]([N:10]2[CH2:15][CH2:14][O:13][CH:12]([CH2:16][CH2:17][OH:18])[CH2:11]2)=[CH:6][CH:5]=1)([O-])=O. Product: [NH2:1][C:4]1[CH:5]=[CH:6][C:7]([N:10]2[CH2:15][CH2:14][O:13][CH:12]([CH2:16][CH2:17][OH:18])[CH2:11]2)=[CH:8][CH:9]=1. The catalyst class is: 63. (7) Reactant: [CH3:1][C:2]1[C:10]2[N:9]([CH:11]([CH3:13])[CH3:12])[CH:8]=[CH:7][C:6]=2[C:5]([C:14]([O:16]C)=[O:15])=[CH:4][CH:3]=1.[OH-].[Na+]. Product: [CH3:1][C:2]1[C:10]2[N:9]([CH:11]([CH3:13])[CH3:12])[CH:8]=[CH:7][C:6]=2[C:5]([C:14]([OH:16])=[O:15])=[CH:4][CH:3]=1. The catalyst class is: 8. (8) Reactant: [I:1][CH:2]([CH3:4])[CH3:3].[N:5]1([C:10]2[C:15]3[O:16][C:17]4[C:22]([C:14]=3[CH:13]=[CH:12][CH:11]=2)=[CH:21][CH:20]=[C:19]([CH3:23])[N:18]=4)[CH:9]=[CH:8][N:7]=[CH:6]1. Product: [I-:1].[CH:2]([N+:7]1[CH:8]=[CH:9][N:5]([C:10]2[C:15]3[O:16][C:17]4[C:22]([C:14]=3[CH:13]=[CH:12][CH:11]=2)=[CH:21][CH:20]=[C:19]([CH3:23])[N:18]=4)[CH:6]=1)([CH3:4])[CH3:3]. The catalyst class is: 10. (9) Reactant: [C:1]1([C:7]2[CH:8]=[C:9]([C:14]([O:16][CH3:17])=[O:15])[S:10][C:11]=2[CH:12]=[CH2:13])[CH:6]=[CH:5][CH:4]=[CH:3][CH:2]=1. Product: [CH2:12]([C:11]1[S:10][C:9]([C:14]([O:16][CH3:17])=[O:15])=[CH:8][C:7]=1[C:1]1[CH:6]=[CH:5][CH:4]=[CH:3][CH:2]=1)[CH3:13]. The catalyst class is: 50. (10) Reactant: [Cl:1][C:2]1[CH:22]=[CH:21][C:5]([CH2:6][N:7]2[CH:12]=[C:11]([C:13]3[CH:18]=[CH:17][C:16]([OH:19])=[CH:15][CH:14]=3)[CH:10]=[CH:9][C:8]2=[O:20])=[C:4]([F:23])[CH:3]=1.C([O-])([O-])=O.[K+].[K+].Cl[CH2:31][C:32](=[O:34])[CH3:33]. Product: [Cl:1][C:2]1[CH:22]=[CH:21][C:5]([CH2:6][N:7]2[CH:12]=[C:11]([C:13]3[CH:18]=[CH:17][C:16]([O:19][CH2:31][C:32](=[O:34])[CH3:33])=[CH:15][CH:14]=3)[CH:10]=[CH:9][C:8]2=[O:20])=[C:4]([F:23])[CH:3]=1. The catalyst class is: 1.